Task: Predict the reactants needed to synthesize the given product.. Dataset: Full USPTO retrosynthesis dataset with 1.9M reactions from patents (1976-2016) (1) Given the product [C:9]1([C:12]2([C:16]([OH:18])=[O:17])[CH2:13][CH2:14][CH2:15]2)[CH:10]=[CH:11][CH:6]=[CH:7][CH:8]=1, predict the reactants needed to synthesize it. The reactants are: C([O-])=O.[NH4+].Cl[C:6]1[CH:11]=[CH:10][C:9]([C:12]2([C:16]([OH:18])=[O:17])[CH2:15][CH2:14][CH2:13]2)=[CH:8][CH:7]=1.C(OCC)(=O)C. (2) Given the product [CH3:25][O:24][C:19]1[CH:20]=[CH:21][CH:22]=[C:23]2[C:18]=1[CH:17]=[CH:16][C:15](=[O:26])[N:14]2[CH2:13][CH:9]=[O:8], predict the reactants needed to synthesize it. The reactants are: FC(F)(F)C(O)=O.[O:8]1CCO[CH:9]1[CH2:13][N:14]1[C:23]2[C:18](=[C:19]([O:24][CH3:25])[CH:20]=[CH:21][CH:22]=2)[CH:17]=[CH:16][C:15]1=[O:26]. (3) The reactants are: [S:1]1[C:5]2[CH:6]=[C:7]([NH:10][C:11]3[N:16]=[CH:15][C:14]([C:17]4[S:18][CH:19]=[C:20]([C:22]([O:24]CC)=O)[N:21]=4)=[C:13]([NH:27][CH:28]([CH3:30])[CH3:29])[CH:12]=3)[CH:8]=[CH:9][C:4]=2[N:3]=[CH:2]1.[NH3:31]. Given the product [S:1]1[C:5]2[CH:6]=[C:7]([NH:10][C:11]3[N:16]=[CH:15][C:14]([C:17]4[S:18][CH:19]=[C:20]([C:22]([NH2:31])=[O:24])[N:21]=4)=[C:13]([NH:27][CH:28]([CH3:29])[CH3:30])[CH:12]=3)[CH:8]=[CH:9][C:4]=2[N:3]=[CH:2]1, predict the reactants needed to synthesize it.